From a dataset of Full USPTO retrosynthesis dataset with 1.9M reactions from patents (1976-2016). Predict the reactants needed to synthesize the given product. Given the product [C:36]([S:38][CH:6]1[CH2:7][N:8]([C:10]2[S:11][CH:12]=[C:13]([C:15](=[O:35])[NH:16][C@@H:17]3[CH2:21][CH2:20][N:19]([C:22]([O:24][CH2:25][C:26]4[CH:31]=[CH:30][C:29]([N+:32]([O-:34])=[O:33])=[CH:28][CH:27]=4)=[O:23])[CH2:18]3)[N:14]=2)[CH2:9]1)(=[O:39])[CH3:37], predict the reactants needed to synthesize it. The reactants are: CS(O[CH:6]1[CH2:9][N:8]([C:10]2[S:11][CH:12]=[C:13]([C:15](=[O:35])[NH:16][C@@H:17]3[CH2:21][CH2:20][N:19]([C:22]([O:24][CH2:25][C:26]4[CH:31]=[CH:30][C:29]([N+:32]([O-:34])=[O:33])=[CH:28][CH:27]=4)=[O:23])[CH2:18]3)[N:14]=2)[CH2:7]1)(=O)=O.[C:36]([O-:39])(=[S:38])[CH3:37].[K+].